This data is from Retrosynthesis with 50K atom-mapped reactions and 10 reaction types from USPTO. The task is: Predict the reactants needed to synthesize the given product. (1) Given the product O=C(O)/C=C/C(=O)O, predict the reactants needed to synthesize it. The reactants are: N[C@H]1CN2CCC1CC2.O=C(O)c1cnc(Sc2ccccc2)s1. (2) Given the product CC(C)(C)C1CCCC(CCC=CCc2ccccc2)C1, predict the reactants needed to synthesize it. The reactants are: CC(C)(C)C1CCCC(CCC=O)C1.c1ccc(CC[P+](c2ccccc2)(c2ccccc2)c2ccccc2)cc1. (3) Given the product [N-]=[N+]=NC[C@H]1CN(c2ccc(I)cc2)C(=O)O1, predict the reactants needed to synthesize it. The reactants are: CS(=O)(=O)OC[C@H]1CN(c2ccc(I)cc2)C(=O)O1.[N-]=[N+]=[N-]. (4) Given the product CCN1c2ncc(Br)cc2C(=O)N(C)c2ccc(F)nc21, predict the reactants needed to synthesize it. The reactants are: CCN1c2nc(F)ccc2NC(=O)c2cc(Br)cnc21.CI. (5) Given the product Nc1ccc(C=Cc2ccc([N+](=O)[O-])cc2S(=O)(=O)O)c(S(=O)(=O)O)c1, predict the reactants needed to synthesize it. The reactants are: O=[N+]([O-])c1ccc(C=Cc2ccc([N+](=O)[O-])cc2S(=O)(=O)O)c(S(=O)(=O)O)c1. (6) Given the product CC(C#N)=CCN1C(=O)c2ccccc2S1(=O)=O, predict the reactants needed to synthesize it. The reactants are: CC(C#N)=CCCl.O=C1NS(=O)(=O)c2ccccc21. (7) Given the product CCOc1cc2c(F)c(F)ccc2cc1[Si](C)(C)C, predict the reactants needed to synthesize it. The reactants are: CCBr.C[Si](C)(C)c1cc2ccc(F)c(F)c2cc1O. (8) Given the product Cc1ccc2onc(N3CCN(CCn4cnc5sc6c(c5c4=O)CCN(C)C6)CC3)c2c1, predict the reactants needed to synthesize it. The reactants are: CN1CCc2c(sc3ncn(CCCl)c(=O)c23)C1.Cc1ccc2onc(N3CCNCC3)c2c1. (9) Given the product Nc1ccc2[nH]nc(/C=C/c3cccnc3)c2c1, predict the reactants needed to synthesize it. The reactants are: O=[N+]([O-])c1ccc2[nH]nc(/C=C/c3cccnc3)c2c1.